From a dataset of Forward reaction prediction with 1.9M reactions from USPTO patents (1976-2016). Predict the product of the given reaction. (1) Given the reactants Cl[C:2]1[CH:7]=[C:6]([CH3:8])[N:5]=[C:4]([NH:9][C:10](=[NH:20])[NH:11][C:12]2[CH:17]=[CH:16][C:15]([Cl:18])=[C:14]([Cl:19])[CH:13]=2)[N:3]=1.[NH2:21][CH2:22][CH2:23][CH2:24][OH:25], predict the reaction product. The product is: [Cl:19][C:14]1[CH:13]=[C:12]([NH:11][C:10](=[NH:20])[NH:9][C:4]2[N:3]=[C:2]([NH:21][CH2:22][CH2:23][CH2:24][OH:25])[CH:7]=[C:6]([CH3:8])[N:5]=2)[CH:17]=[CH:16][C:15]=1[Cl:18]. (2) Given the reactants Cl[C:2]1[CH:7]=[CH:6][N:5]([C:8]2[CH:13]=[CH:12][CH:11]=[CH:10][C:9]=2[CH3:14])[C:4](=O)[C:3]=1[C:16]#[N:17].[OH2:18].[NH2:19][NH2:20], predict the reaction product. The product is: [NH2:17][C:16]1[C:3]2[C:4](=[O:18])[N:5]([C:8]3[CH:13]=[CH:12][CH:11]=[CH:10][C:9]=3[CH3:14])[CH:6]=[CH:7][C:2]=2[NH:20][N:19]=1. (3) Given the reactants C1([CH:7]([C:9]2[CH:14]=[CH:13][C:12]([N:15]3[CH:19]=[C:18]([C:20]([F:23])([F:22])[F:21])[CH:17]=[N:16]3)=[CH:11][C:10]=2[CH3:24])[NH2:8])CCCCC1.F[C:26]1[CH:35]=[CH:34][C:29]([C:30]([O:32][CH3:33])=[O:31])=[CH:28][N:27]=1.C(=O)([O-])[O-].[K+].[K+], predict the reaction product. The product is: [CH:9]1([N:8]([CH2:7][C:9]2[CH:14]=[CH:13][C:12]([N:15]3[CH:19]=[C:18]([C:20]([F:21])([F:22])[F:23])[CH:17]=[N:16]3)=[CH:11][C:10]=2[CH3:24])[C:26]2[CH:35]=[CH:34][C:29]([C:30]([O:32][CH3:33])=[O:31])=[CH:28][N:27]=2)[CH2:14][CH2:13][CH2:12][CH2:11][CH2:10]1.